From a dataset of Reaction yield outcomes from USPTO patents with 853,638 reactions. Predict the reaction yield, written as a fraction of the theoretical maximum amount of product (1.0 means a 100% yield; for example, 0.34 means a 34% yield). The product is [CH3:1][O:2][C:3](=[O:18])[CH2:4][CH:5]1[CH2:6][CH2:7][N:8]([C:11]([O:13][C:14]([CH3:16])([CH3:15])[CH3:17])=[O:12])[CH2:9][CH2:10]1. The reactants are [CH3:1][O:2][C:3](=[O:18])[CH:4]=[C:5]1[CH2:10][CH2:9][N:8]([C:11]([O:13][C:14]([CH3:17])([CH3:16])[CH3:15])=[O:12])[CH2:7][CH2:6]1.[H][H]. The catalyst is C(OCC)(=O)C.CO.[Pd]. The yield is 0.970.